Predict the reactants needed to synthesize the given product. From a dataset of Full USPTO retrosynthesis dataset with 1.9M reactions from patents (1976-2016). (1) Given the product [F:26][C:15]([F:14])([F:27])[S:16]([C:19]1[CH:24]=[CH:23][C:22]([O:9][CH2:8][C:7]2[CH:10]=[CH:11][C:4]([S:3][C:2]([F:12])([F:1])[F:13])=[CH:5][CH:6]=2)=[CH:21][CH:20]=1)(=[O:17])=[O:18], predict the reactants needed to synthesize it. The reactants are: [F:1][C:2]([F:13])([F:12])[S:3][C:4]1[CH:11]=[CH:10][C:7]([CH2:8][OH:9])=[CH:6][CH:5]=1.[F:14][C:15]([F:27])([F:26])[S:16]([C:19]1[CH:24]=[CH:23][C:22](Cl)=[CH:21][CH:20]=1)(=[O:18])=[O:17].[H-].[Na+]. (2) Given the product [Br:1][C:2]1[CH:15]=[C:14]2[C:5]([O:6][C:7]3[C:8]([F:24])=[CH:9][C:10]([O:22][CH3:23])=[CH:11][C:12]=3[C:13]32[C:17]2=[N:18][CH:19]=[CH:20][N:21]2[C:26]([NH2:27])=[N:25]3)=[CH:4][CH:3]=1, predict the reactants needed to synthesize it. The reactants are: [Br:1][C:2]1[CH:15]=[C:14]2[C:5]([O:6][C:7]3[C:8]([F:24])=[CH:9][C:10]([O:22][CH3:23])=[CH:11][C:12]=3[C:13]2([C:17]2[NH:18][CH:19]=[CH:20][N:21]=2)Cl)=[CH:4][CH:3]=1.[N:25]#[C:26][NH2:27].